The task is: Predict which catalyst facilitates the given reaction.. This data is from Catalyst prediction with 721,799 reactions and 888 catalyst types from USPTO. Reactant: [O-:1][P:2]([O:5][O:6][P:7]([O-:10])([O-:9])=[O:8])(=[O:4])[O-:3].[K+].[K+].[K+].[K+].O.O.[Cl-].[Ca+2:18].[Cl-]. Product: [O-:3][P:2]([O:5][O:6][P:7]([O-:10])([O-:9])=[O:8])(=[O:1])[O-:4].[Ca+2:18].[Ca+2:18]. The catalyst class is: 6.